From a dataset of Forward reaction prediction with 1.9M reactions from USPTO patents (1976-2016). Predict the product of the given reaction. (1) Given the reactants Br[C:2]1[C:7]2[CH:8]=[C:9]([CH3:11])[O:10][C:6]=2[C:5]([F:12])=[C:4]([F:13])[C:3]=1[O:14][CH2:15][O:16][CH2:17][CH2:18][O:19][CH3:20].[Li]CCCC.[CH:26](N1CCOCC1)=[O:27].Cl, predict the reaction product. The product is: [F:13][C:4]1[C:5]([F:12])=[C:6]2[O:10][C:9]([CH3:11])=[CH:8][C:7]2=[C:2]([CH:26]=[O:27])[C:3]=1[O:14][CH2:15][O:16][CH2:17][CH2:18][O:19][CH3:20]. (2) Given the reactants CN(C)C(N=NC(N(C)C)=O)=O.C(P(CCCC)CCCC)CCC.[CH2:26]([N:28]1[C:34](=[O:35])[C:33]([CH3:37])([CH3:36])[C:32](=[O:38])[N:31]([CH3:39])[C:30]2[CH:40]=[C:41]([O:44][CH2:45][CH2:46][CH2:47][NH:48][S:49]([C:52]3[CH:57]=[CH:56][CH:55]=[CH:54][C:53]=3[N+:58]([O-:60])=[O:59])(=[O:51])=[O:50])[CH:42]=[CH:43][C:29]1=2)[CH3:27].O[CH2:62][CH2:63][N:64]1[CH:73]=[CH:72][C:71]2[C:66](=[CH:67][C:68]([CH3:74])=[CH:69][CH:70]=2)[C:65]1=[O:75], predict the reaction product. The product is: [CH2:26]([N:28]1[C:34](=[O:35])[C:33]([CH3:37])([CH3:36])[C:32](=[O:38])[N:31]([CH3:39])[C:30]2[CH:40]=[C:41]([O:44][CH2:45][CH2:46][CH2:47][N:48]([CH2:62][CH2:63][N:64]3[CH:73]=[CH:72][C:71]4[C:66](=[CH:67][C:68]([CH3:74])=[CH:69][CH:70]=4)[C:65]3=[O:75])[S:49]([C:52]3[CH:57]=[CH:56][CH:55]=[CH:54][C:53]=3[N+:58]([O-:60])=[O:59])(=[O:51])=[O:50])[CH:42]=[CH:43][C:29]1=2)[CH3:27]. (3) Given the reactants [F:1][C:2]1([F:30])[CH2:7][CH2:6][N:5]([C:8]([C:10]2[NH:11][C:12]3[C:17]([CH:18]=2)=[CH:16][C:15]([C:19]([N:21]2[CH2:26][CH2:25][N:24]([CH:27]([CH3:29])[CH3:28])[CH2:23][CH2:22]2)=[O:20])=[CH:14][CH:13]=3)=[O:9])[CH2:4][CH2:3]1.[F:31][C:32]([F:43])([F:42])[C:33]1[CH:38]=[CH:37][C:36](B(O)O)=[CH:35][CH:34]=1.N1C=CC=CC=1, predict the reaction product. The product is: [F:30][C:2]1([F:1])[CH2:7][CH2:6][N:5]([C:8]([C:10]2[N:11]([C:36]3[CH:37]=[CH:38][C:33]([C:32]([F:43])([F:42])[F:31])=[CH:34][CH:35]=3)[C:12]3[C:17]([CH:18]=2)=[CH:16][C:15]([C:19]([N:21]2[CH2:22][CH2:23][N:24]([CH:27]([CH3:28])[CH3:29])[CH2:25][CH2:26]2)=[O:20])=[CH:14][CH:13]=3)=[O:9])[CH2:4][CH2:3]1. (4) The product is: [CH3:15][N:16]([CH2:18][C:6]1[N:5]([C:7]2[CH:14]=[CH:13][CH:12]=[CH:11][C:8]=2[C:9]#[N:10])[CH:4]=[N:3][C:2]=1[CH3:1])[CH3:17]. Given the reactants [CH3:1][C:2]1[N:3]=[CH:4][N:5]([C:7]2[CH:14]=[CH:13][CH:12]=[CH:11][C:8]=2[C:9]#[N:10])[CH:6]=1.[CH3:15][N+:16]([CH3:18])=[CH2:17].[I-], predict the reaction product. (5) Given the reactants Cl[C:2]1[CH:7]=[CH:6][C:5]([N+:8]([O-:10])=[O:9])=[CH:4][N:3]=1.[F:11][C:12]([F:17])([F:16])[CH:13]([OH:15])[CH3:14].[H-].[Na+], predict the reaction product. The product is: [N+:8]([C:5]1[CH:6]=[CH:7][C:2]([O:15][CH:13]([CH3:14])[C:12]([F:17])([F:16])[F:11])=[N:3][CH:4]=1)([O-:10])=[O:9]. (6) Given the reactants [NH2:1][C@H:2]([C:10]([OH:12])=[O:11])[CH2:3][CH2:4][CH2:5][NH:6][C:7](=[NH:9])[NH2:8].[C:13](Cl)(=[O:25])[CH2:14][CH2:15][CH2:16][CH2:17][CH2:18][CH2:19][CH2:20][CH2:21][CH2:22][CH2:23][CH3:24].[OH-].[Na+].Cl, predict the reaction product. The product is: [C:13]([NH:1][C@H:2]([C:10]([OH:12])=[O:11])[CH2:3][CH2:4][CH2:5][NH:6][C:7](=[NH:8])[NH2:9])(=[O:25])[CH2:14][CH2:15][CH2:16][CH2:17][CH2:18][CH2:19][CH2:20][CH2:21][CH2:22][CH2:23][CH3:24]. (7) Given the reactants FC1C=C(C2CCN([CH2:14][CH2:15][N:16]3[C@H:21]4[CH2:22][CH2:23][C@@H:17]3[CH2:18][CH:19]([N:24]3[C:28]5[CH:29]=[CH:30][CH:31]=[CH:32][C:27]=5[N:26]=[C:25]3[CH3:33])[CH2:20]4)CC2)C=CC=1.[Cl:34][C:35]1[CH:43]=[C:42]([F:44])[C:41]([S:45]([NH:48][CH2:49][CH2:50][CH3:51])(=[O:47])=[O:46])=[CH:40][C:36]=1[C:37]([OH:39])=O.CN(C(ON1N=N[C:62]2[CH:63]=[CH:64][CH:65]=[N:66][C:61]1=2)=[N+](C)C)C.F[P-](F)(F)(F)(F)F, predict the reaction product. The product is: [Cl:34][C:35]1[C:36]([C:37]([N:66]2[CH2:65][CH2:64][C:63]([C:40]3[CH:36]=[CH:35][CH:43]=[C:42]([F:44])[CH:41]=3)([CH2:14][CH2:15][N:16]3[C@H:17]4[CH2:23][CH2:22][C@@H:21]3[CH2:20][CH:19]([N:24]3[C:28]5[CH:29]=[CH:30][CH:31]=[CH:32][C:27]=5[N:26]=[C:25]3[CH3:33])[CH2:18]4)[CH2:62][CH2:61]2)=[O:39])=[CH:40][C:41]([S:45]([NH:48][CH2:49][CH2:50][CH3:51])(=[O:47])=[O:46])=[C:42]([F:44])[CH:43]=1.